Dataset: TCR-epitope binding with 47,182 pairs between 192 epitopes and 23,139 TCRs. Task: Binary Classification. Given a T-cell receptor sequence (or CDR3 region) and an epitope sequence, predict whether binding occurs between them. The epitope is SEVGPEHSLAEY. The TCR CDR3 sequence is CASRTSGTGWETQYF. Result: 0 (the TCR does not bind to the epitope).